Task: Predict the reactants needed to synthesize the given product.. Dataset: Full USPTO retrosynthesis dataset with 1.9M reactions from patents (1976-2016) (1) The reactants are: Br[C:2]1[CH:7]=[CH:6][C:5]([C:8](=[O:14])[CH2:9][C:10]([O:12][CH3:13])=[O:11])=[CH:4][CH:3]=1.[CH3:15][OH:16].CCN(C(C)C)C(C)C.C(Cl)(Cl)Cl.CN(C)[CH:32]=[O:33]. Given the product [CH3:13][O:12][C:10](=[O:11])[CH2:9][C:8]([C:5]1[CH:6]=[CH:7][C:2]([C:15]([O:33][CH3:32])=[O:16])=[CH:3][CH:4]=1)=[O:14], predict the reactants needed to synthesize it. (2) Given the product [CH3:1][O:2][C:3]([C:5]1[N:6]([CH3:29])[C:7]([N:23]2[CH2:28][CH2:27][N:26]([C:33]([NH:32][CH2:30][CH3:31])=[O:34])[CH2:25][CH2:24]2)=[C:8]([C:17]2[CH:22]=[CH:21][N:20]=[CH:19][CH:18]=2)[C:9]=1[C:10]1[CH:15]=[CH:14][C:13]([F:16])=[CH:12][CH:11]=1)=[O:4], predict the reactants needed to synthesize it. The reactants are: [CH3:1][O:2][C:3]([C:5]1[N:6]([CH3:29])[C:7]([N:23]2[CH2:28][CH2:27][NH:26][CH2:25][CH2:24]2)=[C:8]([C:17]2[CH:22]=[CH:21][N:20]=[CH:19][CH:18]=2)[C:9]=1[C:10]1[CH:15]=[CH:14][C:13]([F:16])=[CH:12][CH:11]=1)=[O:4].[CH2:30]([N:32]=[C:33]=[O:34])[CH3:31]. (3) The reactants are: [Cl:1][C:2]1[CH:3]=[N:4][CH:5]=[C:6]([Cl:40])[C:7]=1[CH:8]([OH:39])[CH2:9][N:10]([CH2:34][C:35]([CH3:38])([CH3:37])[CH3:36])[C:11]([C:13]1[CH:14]=[N:15][N:16]([C@H:22]2[CH2:27][CH2:26][C@H:25]([C:28]([O:30][CH2:31][CH3:32])=[O:29])[C@@H:24]([CH3:33])[CH2:23]2)[C:17]=1[C:18]([F:21])([F:20])[F:19])=[O:12].CC(OI1(OC(C)=O)(OC(C)=O)OC(=O)C2C=CC=CC1=2)=O. Given the product [Cl:1][C:2]1[CH:3]=[N:4][CH:5]=[C:6]([Cl:40])[C:7]=1[C:8](=[O:39])[CH2:9][N:10]([CH2:34][C:35]([CH3:38])([CH3:37])[CH3:36])[C:11]([C:13]1[CH:14]=[N:15][N:16]([C@H:22]2[CH2:27][CH2:26][C@H:25]([C:28]([O:30][CH2:31][CH3:32])=[O:29])[C@@H:24]([CH3:33])[CH2:23]2)[C:17]=1[C:18]([F:20])([F:21])[F:19])=[O:12], predict the reactants needed to synthesize it. (4) Given the product [CH2:50]([O:49][C:47](=[O:48])[CH2:46][O:20][C:18]1[CH:17]=[CH:16][C:15]([C:21]([N:23]2[C@H:32]([CH2:33][OH:34])[CH2:31][C:30]3[C:25](=[CH:26][CH:27]=[CH:28][CH:29]=3)[CH2:24]2)=[O:22])=[C:14]([N:10]2[C:11]([CH3:13])=[CH:12][C:8]([C:6](=[O:7])[N:5]([CH2:1][CH2:2][CH2:3][CH3:4])[CH2:35][CH2:36][CH2:37][CH3:38])=[N:9]2)[CH:19]=1)[CH3:51], predict the reactants needed to synthesize it. The reactants are: [CH2:1]([N:5]([CH2:35][CH2:36][CH2:37][CH3:38])[C:6]([C:8]1[CH:12]=[C:11]([CH3:13])[N:10]([C:14]2[CH:19]=[C:18]([OH:20])[CH:17]=[CH:16][C:15]=2[C:21]([N:23]2[C@H:32]([CH2:33][OH:34])[CH2:31][C:30]3[C:25](=[CH:26][CH:27]=[CH:28][CH:29]=3)[CH2:24]2)=[O:22])[N:9]=1)=[O:7])[CH2:2][CH2:3][CH3:4].CC(C)([O-])C.[K+].I[CH2:46][C:47]([O:49][CH2:50][CH3:51])=[O:48].Cl. (5) The reactants are: I[C:2]1[C:6]([C:7]([O:9]CC)=[O:8])=[CH:5][N:4]([CH2:12][O:13][CH2:14][CH2:15][Si:16]([CH3:19])([CH3:18])[CH3:17])[N:3]=1.[C:20]([O:24][C:25]([N:27]1[C:35]2[C:30](=[CH:31][CH:32]=[CH:33][CH:34]=2)[CH:29]=[C:28]1B(O)O)=[O:26])([CH3:23])([CH3:22])[CH3:21].C(=O)([O-])[O-]. Given the product [C:20]([O:24][C:25]([N:27]1[C:35]2[C:30](=[CH:31][CH:32]=[CH:33][CH:34]=2)[CH:29]=[C:28]1[C:5]1[N:4]([CH2:12][O:13][CH2:14][CH2:15][Si:16]([CH3:17])([CH3:18])[CH3:19])[N:3]=[CH:2][C:6]=1[C:7]([OH:9])=[O:8])=[O:26])([CH3:23])([CH3:21])[CH3:22], predict the reactants needed to synthesize it. (6) Given the product [CH2:1]([O:3][C:4]1[CH:5]=[CH:6][C:7]([N:10]2[CH2:11][CH2:12][CH:13]([C:16]3[CH:17]=[CH:18][C:19]([C@@H:22]([NH:24][C:30]([NH:27][CH3:26])=[O:31])[CH3:23])=[CH:20][CH:21]=3)[CH2:14][CH2:15]2)=[CH:8][CH:9]=1)[CH3:2], predict the reactants needed to synthesize it. The reactants are: [CH2:1]([O:3][C:4]1[CH:9]=[CH:8][C:7]([N:10]2[CH2:15][CH2:14][CH:13]([C:16]3[CH:21]=[CH:20][C:19]([C@@H:22]([NH2:24])[CH3:23])=[CH:18][CH:17]=3)[CH2:12][CH2:11]2)=[CH:6][CH:5]=1)[CH3:2].C1N=C[N:27]([C:30](N2C=NC=C2)=[O:31])[CH:26]=1.CN. (7) Given the product [C:1]1([S:7]([CH:10]([C:19]2[CH:24]=[CH:23][C:22]([C:25]#[N:26])=[CH:21][C:20]=2[C:38]([F:41])([F:40])[F:39])[NH:11][C:12](=[O:18])[O:13][C:14]([CH3:17])([CH3:16])[CH3:15])(=[O:9])=[O:8])[CH:6]=[CH:5][CH:4]=[CH:3][CH:2]=1, predict the reactants needed to synthesize it. The reactants are: [C:1]1([S:7]([CH:10]([C:19]2[CH:24]=[CH:23][C:22]([C:25]#[N:26])=[CH:21][C:20]=2Br)[NH:11][C:12](=[O:18])[O:13][C:14]([CH3:17])([CH3:16])[CH3:15])(=[O:9])=[O:8])[CH:6]=[CH:5][CH:4]=[CH:3][CH:2]=1.C(C1C=CC(C#N)=CC=1[C:38]([F:41])([F:40])[F:39])=O. (8) Given the product [F:1][C:2]1[CH:3]=[CH:4][C:5]([N:13]2[CH2:18][CH2:17][N:16]([CH2:20][C:21]([C:23]3[CH:24]=[CH:25][C:26]4[O:31][CH2:30][C:29](=[O:32])[N:28]([CH3:33])[C:27]=4[CH:34]=3)=[O:22])[CH2:15][CH2:14]2)=[C:6]2[C:11]=1[N:10]=[C:9]([CH3:12])[CH:8]=[CH:7]2, predict the reactants needed to synthesize it. The reactants are: [F:1][C:2]1[CH:3]=[CH:4][C:5]([N:13]2[CH2:18][CH2:17][NH:16][CH2:15][CH2:14]2)=[C:6]2[C:11]=1[N:10]=[C:9]([CH3:12])[CH:8]=[CH:7]2.Cl[CH2:20][C:21]([C:23]1[CH:24]=[CH:25][C:26]2[O:31][CH2:30][C:29](=[O:32])[N:28]([CH3:33])[C:27]=2[CH:34]=1)=[O:22].